Dataset: NCI-60 drug combinations with 297,098 pairs across 59 cell lines. Task: Regression. Given two drug SMILES strings and cell line genomic features, predict the synergy score measuring deviation from expected non-interaction effect. Drug 1: CCCCC(=O)OCC(=O)C1(CC(C2=C(C1)C(=C3C(=C2O)C(=O)C4=C(C3=O)C=CC=C4OC)O)OC5CC(C(C(O5)C)O)NC(=O)C(F)(F)F)O. Drug 2: N.N.Cl[Pt+2]Cl. Cell line: HCT116. Synergy scores: CSS=67.7, Synergy_ZIP=1.32, Synergy_Bliss=1.74, Synergy_Loewe=-4.65, Synergy_HSA=5.61.